From a dataset of Reaction yield outcomes from USPTO patents with 853,638 reactions. Predict the reaction yield, written as a fraction of the theoretical maximum amount of product (1.0 means a 100% yield; for example, 0.34 means a 34% yield). The reactants are Cl[CH2:2][C:3]1[CH:29]=[CH:28][C:6]([C:7]([NH:9][C:10]2[S:11][C:12]([C:20]([CH:22]3[CH2:27][CH2:26][O:25][CH2:24][CH2:23]3)=[O:21])=[C:13]([C:15]3[O:16][CH:17]=[CH:18][CH:19]=3)[N:14]=2)=[O:8])=[CH:5][CH:4]=1.[CH3:30][NH:31][CH3:32].C1COCC1. No catalyst specified. The product is [CH3:30][N:31]([CH2:2][C:3]1[CH:29]=[CH:28][C:6]([C:7]([NH:9][C:10]2[S:11][C:12]([C:20]([CH:22]3[CH2:27][CH2:26][O:25][CH2:24][CH2:23]3)=[O:21])=[C:13]([C:15]3[O:16][CH:17]=[CH:18][CH:19]=3)[N:14]=2)=[O:8])=[CH:5][CH:4]=1)[CH3:32]. The yield is 0.440.